This data is from Full USPTO retrosynthesis dataset with 1.9M reactions from patents (1976-2016). The task is: Predict the reactants needed to synthesize the given product. (1) Given the product [CH3:16][O:15][C:14]1[CH:17]=[C:18]([CH:19]=[CH:20][C:13]=1[O:21][CH3:22])[C:8]([C:7]1[CH:11]=[CH:12][C:4]([N+:1]([O-:3])=[O:2])=[CH:5][CH:6]=1)=[O:9], predict the reactants needed to synthesize it. The reactants are: [N+:1]([C:4]1[CH:12]=[CH:11][C:7]([C:8](Cl)=[O:9])=[CH:6][CH:5]=1)([O-:3])=[O:2].[C:13]1([O:21][CH3:22])[C:14](=[CH:17][CH:18]=[CH:19][CH:20]=1)[O:15][CH3:16]. (2) The reactants are: S(Cl)(Cl)=O.[C:5]([C@H:8]1[C:17]2[C:12](=[CH:13][CH:14]=[CH:15][CH:16]=2)[C:11](=[O:18])[N:10]([CH2:19][CH2:20][CH2:21][Cl:22])[C@H:9]1[C:23]1[CH:28]=[CH:27][C:26]([O:29][CH3:30])=[CH:25][CH:24]=1)(O)=[O:6].[Cl-].[Al+3].[Cl-].[Cl-]. Given the product [Cl:22][CH2:21][CH2:20][CH2:19][N:10]1[C:9]2[C:23]3[CH:28]=[CH:27][C:26]([O:29][CH3:30])=[CH:25][C:24]=3[C:5](=[O:6])[C:8]=2[C:17]2[CH2:16][CH2:15][CH:14]=[CH:13][C:12]=2[C:11]1=[O:18], predict the reactants needed to synthesize it.